From a dataset of Forward reaction prediction with 1.9M reactions from USPTO patents (1976-2016). Predict the product of the given reaction. (1) Given the reactants [Br:1][C:2]1[CH:7]=[CH:6][C:5]([CH2:8][NH2:9])=[C:4]([F:10])[CH:3]=1.[CH3:11][S:12](Cl)(=[O:14])=[O:13].Cl, predict the reaction product. The product is: [Br:1][C:2]1[CH:7]=[CH:6][C:5]([CH2:8][NH:9][S:12]([CH3:11])(=[O:14])=[O:13])=[C:4]([F:10])[CH:3]=1. (2) Given the reactants C[Si](C)(C)[C:3]#[C:4][C:5]1[CH:17]=[C:16]2[C:8]([C:9]3[CH:10]=[CH:11][C:12]([C:19]#[N:20])=[CH:13][C:14]=3[C:15]2=[O:18])=[CH:7][CH:6]=1.[OH-].[Na+], predict the reaction product. The product is: [C:4]([C:5]1[CH:17]=[C:16]2[C:8]([C:9]3[CH:10]=[CH:11][C:12]([C:19]#[N:20])=[CH:13][C:14]=3[C:15]2=[O:18])=[CH:7][CH:6]=1)#[CH:3]. (3) Given the reactants [CH3:1][N:2]1[C:6]([N:7]2[CH:11]=[CH:10][C:9]([C:12]([O:14]C)=[O:13])=[CH:8]2)=[CH:5][CH:4]=[N:3]1.[OH-].[Na+], predict the reaction product. The product is: [CH3:1][N:2]1[C:6]([N:7]2[CH:11]=[CH:10][C:9]([C:12]([OH:14])=[O:13])=[CH:8]2)=[CH:5][CH:4]=[N:3]1. (4) The product is: [CH:28]([N:30]([CH2:39][C@@H:40]([CH2:44][CH2:45][CH2:46][CH3:47])[C:41]([N:12]1[C@H:13]([C:16]([OH:18])=[O:17])[CH2:14][CH2:15][N:11]1[C:9]([O:8][CH2:7][C:1]1[CH:6]=[CH:5][CH:4]=[CH:3][CH:2]=1)=[O:10])=[O:42])[O:31][CH2:32][C:33]1[CH:34]=[CH:35][CH:36]=[CH:37][CH:38]=1)=[O:29]. Given the reactants [C:1]1([CH2:7][O:8][C:9]([N:11]2[CH2:15][CH2:14][CH:13]([C:16]([OH:18])=[O:17])[NH:12]2)=[O:10])[CH:6]=[CH:5][CH:4]=[CH:3][CH:2]=1.CCN(C(C)C)C(C)C.[CH:28]([N:30]([CH2:39][C@@H:40]([CH2:44][CH2:45][CH2:46][CH3:47])[C:41](F)=[O:42])[O:31][CH2:32][C:33]1[CH:38]=[CH:37][CH:36]=[CH:35][CH:34]=1)=[O:29], predict the reaction product.